Task: Predict which catalyst facilitates the given reaction.. Dataset: Catalyst prediction with 721,799 reactions and 888 catalyst types from USPTO (1) Reactant: [Si:1]([O:18][CH2:19][C:20]1[C:21]([N:34]2[CH2:39][C@H:38]([CH3:40])[O:37][C@H:36]([CH3:41])[CH2:35]2)=[C:22]([F:33])[C:23]2[O:27][N:26]=[C:25]([C:28]([NH:30][NH2:31])=[O:29])[C:24]=2[CH:32]=1)([C:14]([CH3:17])([CH3:16])[CH3:15])([C:8]1[CH:13]=[CH:12][CH:11]=[CH:10][CH:9]=1)[C:2]1[CH:7]=[CH:6][CH:5]=[CH:4][CH:3]=1.N1([C:47](N2C=CN=C2)=[O:48])C=CN=C1.CCN(C(C)C)C(C)C. Product: [Si:1]([O:18][CH2:19][C:20]1[C:21]([N:34]2[CH2:35][C@H:36]([CH3:41])[O:37][C@H:38]([CH3:40])[CH2:39]2)=[C:22]([F:33])[C:23]2[O:27][N:26]=[C:25]([C:28]3[O:29][C:47](=[O:48])[NH:31][N:30]=3)[C:24]=2[CH:32]=1)([C:14]([CH3:15])([CH3:16])[CH3:17])([C:2]1[CH:3]=[CH:4][CH:5]=[CH:6][CH:7]=1)[C:8]1[CH:9]=[CH:10][CH:11]=[CH:12][CH:13]=1. The catalyst class is: 56. (2) Reactant: CN(C)[CH:3]=[CH:4][C:5]([C:7]1[S:11][C:10]([N:12]=CN(C)C)=[N:9][C:8]=1[CH3:17])=O.[O:19]1[C:23]2[CH:24]=[CH:25][C:26]([NH:28][C:29]([NH2:31])=[NH:30])=[CH:27][C:22]=2[O:21][CH2:20]1. Product: [NH2:12][C:10]1[S:11][C:7]([C:5]2[CH:4]=[CH:3][N:31]=[C:29]([NH:28][C:26]3[CH:25]=[CH:24][C:23]4[O:19][CH2:20][O:21][C:22]=4[CH:27]=3)[N:30]=2)=[C:8]([CH3:17])[N:9]=1. The catalyst class is: 23. (3) Reactant: [CH3:1][O:2][C:3](=[O:12])[C:4]1[CH:9]=[C:8]([Cl:10])[CH:7]=[CH:6][C:5]=1[NH2:11].[Br:13][C:14]1[CH:15]=[C:16]([CH:19]=[CH:20][CH:21]=1)[CH:17]=O. Product: [CH3:1][O:2][C:3](=[O:12])[C:4]1[CH:9]=[C:8]([Cl:10])[CH:7]=[CH:6][C:5]=1[N:11]=[CH:17][C:16]1[CH:19]=[CH:20][CH:21]=[C:14]([Br:13])[CH:15]=1. The catalyst class is: 8. (4) Reactant: [NH2:1][C:2]1[N:7]=[CH:6][N:5]=[C:4]2[N:8]([CH2:25][C@@H:26]([NH:28][C:29](=[O:33])[CH2:30][C:31]#[N:32])[CH3:27])[N:9]=[C:10]([C:11]3[CH:16]=[CH:15][C:14]([O:17][C:18]4[CH:23]=[CH:22][CH:21]=[CH:20][CH:19]=4)=[CH:13][C:12]=3[F:24])[C:3]=12.[CH3:34][CH:35]([CH3:38])[CH:36]=O.N1CCCCC1. Product: [NH2:1][C:2]1[N:7]=[CH:6][N:5]=[C:4]2[N:8]([CH2:25][C@@H:26]([NH:28][C:29](=[O:33])[C:30]([C:31]#[N:32])=[CH:34][CH:35]([CH3:38])[CH3:36])[CH3:27])[N:9]=[C:10]([C:11]3[CH:16]=[CH:15][C:14]([O:17][C:18]4[CH:19]=[CH:20][CH:21]=[CH:22][CH:23]=4)=[CH:13][C:12]=3[F:24])[C:3]=12. The catalyst class is: 5. (5) Reactant: [Cl:1][C:2]1[CH:10]=[CH:9][C:8]([C:11]([F:14])([F:13])[F:12])=[CH:7][C:3]=1[C:4]([OH:6])=[O:5].[C:15](Cl)(=O)C(Cl)=O. Product: [Cl:1][C:2]1[CH:10]=[CH:9][C:8]([C:11]([F:12])([F:13])[F:14])=[CH:7][C:3]=1[C:4]([O:6][CH3:15])=[O:5]. The catalyst class is: 59.